Task: Predict the reactants needed to synthesize the given product.. Dataset: Full USPTO retrosynthesis dataset with 1.9M reactions from patents (1976-2016) (1) Given the product [C:34]([OH:41])(=[O:40])/[CH:35]=[CH:36]/[C:37]([OH:39])=[O:38].[CH:1]([O:4][C:5]([C@@H:7]([NH:9][P@:10]([CH2:19][O:20][C@H:21]([CH3:33])[CH2:22][N:23]1[CH:31]=[N:30][C:29]2[C:24]1=[N:25][CH:26]=[N:27][C:28]=2[NH2:32])([O:12][C:13]1[CH:18]=[CH:17][CH:16]=[CH:15][CH:14]=1)=[O:11])[CH3:8])=[O:6])([CH3:2])[CH3:3], predict the reactants needed to synthesize it. The reactants are: [CH:1]([O:4][C:5]([C@@H:7]([NH:9][P@:10]([CH2:19][O:20][C@H:21]([CH3:33])[CH2:22][N:23]1[CH:31]=[N:30][C:29]2[C:24]1=[N:25][CH:26]=[N:27][C:28]=2[NH2:32])([O:12][C:13]1[CH:18]=[CH:17][CH:16]=[CH:15][CH:14]=1)=[O:11])[CH3:8])=[O:6])([CH3:3])[CH3:2].[C:34]([OH:41])(=[O:40])/[CH:35]=[CH:36]/[C:37]([OH:39])=[O:38]. (2) The reactants are: [CH3:1][O:2][C:3]1[CH:19]=[C:18]2[C:6]([C:7](=[N:20]OC)[CH2:8][C:9]3([O:17]2)[CH2:12][CH:11]([C:13]([O:15][CH3:16])=[O:14])[CH2:10]3)=[CH:5][CH:4]=1.[H][H]. Given the product [NH2:20][CH:7]1[C:6]2[C:18](=[CH:19][C:3]([O:2][CH3:1])=[CH:4][CH:5]=2)[O:17][C:9]2([CH2:12][CH:11]([C:13]([O:15][CH3:16])=[O:14])[CH2:10]2)[CH2:8]1, predict the reactants needed to synthesize it. (3) Given the product [Br:1][C:2]1[CH:7]=[CH:6][C:5]([N+:8]([O-:10])=[O:9])=[CH:4][C:3]=1[CH2:11][Cl:31], predict the reactants needed to synthesize it. The reactants are: [Br:1][C:2]1[CH:7]=[CH:6][C:5]([N+:8]([O-:10])=[O:9])=[CH:4][C:3]=1[CH2:11]O.C1COCC1.C(N(C(C)C)CC)(C)C.CS([Cl:31])(=O)=O. (4) Given the product [F:1][C:2]1[CH:3]=[C:4]([CH:29]=[C:30]([N:32]2[CH2:37][CH2:36][CH2:35][CH2:34][CH2:33]2)[CH:31]=1)[C:5]([NH:7][C:8]1[C:17]2[C:12](=[CH:13][CH:14]=[CH:15][CH:16]=2)[C:11]([O:18][C:19]2[CH:24]=[CH:23][N:22]=[C:21]([N:43]3[CH2:42][CH2:41][N:40]=[C:39]3[CH3:38])[N:20]=2)=[CH:10][CH:9]=1)=[O:6], predict the reactants needed to synthesize it. The reactants are: [F:1][C:2]1[CH:3]=[C:4]([CH:29]=[C:30]([N:32]2[CH2:37][CH2:36][CH2:35][CH2:34][CH2:33]2)[CH:31]=1)[C:5]([NH:7][C:8]1[C:17]2[C:12](=[CH:13][CH:14]=[CH:15][CH:16]=2)[C:11]([O:18][C:19]2[CH:24]=[CH:23][N:22]=[C:21](S(C)(=O)=O)[N:20]=2)=[CH:10][CH:9]=1)=[O:6].[CH3:38][C:39]1[NH:40][CH2:41][CH2:42][N:43]=1. (5) Given the product [CH3:31][N:30]1[CH:24]2[CH2:25][CH2:26][CH2:27][CH:28]1[CH2:29][CH:22]([NH:21][C:16]([C:15]1[C:9]3[O:8][C:7]([C:1]4[CH:2]=[CH:3][CH:4]=[CH:5][CH:6]=4)=[N:11][C:10]=3[CH:12]=[CH:13][CH:14]=1)=[O:18])[CH2:23]2, predict the reactants needed to synthesize it. The reactants are: [C:1]1([C:7]2[O:8][C:9]3[C:15]([C:16]([OH:18])=O)=[CH:14][CH:13]=[CH:12][C:10]=3[N:11]=2)[CH:6]=[CH:5][CH:4]=[CH:3][CH:2]=1.Cl.Cl.[NH2:21][CH:22]1[CH2:29][CH:28]2[N:30]([CH3:31])[CH:24]([CH2:25][CH2:26][CH2:27]2)[CH2:23]1. (6) Given the product [C:4]([O:3][C:1]([N:8]1[CH2:13][CH2:12][N:11]([C:23]([O:22][CH2:15][C:16]2[CH:21]=[CH:20][CH:19]=[CH:18][CH:17]=2)=[O:24])[C@@H:10]([CH3:14])[CH2:9]1)=[O:2])([CH3:7])([CH3:6])[CH3:5], predict the reactants needed to synthesize it. The reactants are: [C:1]([N:8]1[CH2:13][CH2:12][NH:11][C@@H:10]([CH3:14])[CH2:9]1)([O:3][C:4]([CH3:7])([CH3:6])[CH3:5])=[O:2].[CH2:15]([O:22][C:23](ON1C(=O)CCC1=O)=[O:24])[C:16]1[CH:21]=[CH:20][CH:19]=[CH:18][CH:17]=1.C([O-])(O)=O.[Na+].